Dataset: NCI-60 drug combinations with 297,098 pairs across 59 cell lines. Task: Regression. Given two drug SMILES strings and cell line genomic features, predict the synergy score measuring deviation from expected non-interaction effect. Drug 2: C1=CC=C(C(=C1)C(C2=CC=C(C=C2)Cl)C(Cl)Cl)Cl. Cell line: ACHN. Synergy scores: CSS=49.4, Synergy_ZIP=1.06, Synergy_Bliss=2.09, Synergy_Loewe=-44.9, Synergy_HSA=1.62. Drug 1: C1=CN(C(=O)N=C1N)C2C(C(C(O2)CO)O)O.Cl.